From a dataset of Forward reaction prediction with 1.9M reactions from USPTO patents (1976-2016). Predict the product of the given reaction. (1) Given the reactants [C:1]([CH2:4][N:5]([C:10]1[CH:15]=[CH:14][C:13]([NH:16]/[C:17](=[C:24]2\[C:25](=[O:33])[NH:26][C:27]3[C:32]\2=[CH:31][CH:30]=[CH:29][CH:28]=3)/[C:18]2[CH:23]=[CH:22][CH:21]=[CH:20][CH:19]=2)=[CH:12][CH:11]=1)[S:6]([CH3:9])(=[O:8])=[O:7])([OH:3])=O.[CH3:34][N:35]([CH3:39])[CH2:36][CH2:37][NH2:38].C1C=CC2N(O)N=NC=2C=1.CN(C(ON1N=NC2C=CC=CC1=2)=[N+](C)C)C.[B-](F)(F)(F)F.C(N(C(C)C)C(C)C)C, predict the reaction product. The product is: [CH3:34][N:35]([CH3:39])[CH2:36][CH2:37][NH:38][C:1]([CH2:4][N:5]([C:10]1[CH:15]=[CH:14][C:13]([NH:16]/[C:17](=[C:24]2\[C:25](=[O:33])[NH:26][C:27]3[C:32]\2=[CH:31][CH:30]=[CH:29][CH:28]=3)/[C:18]2[CH:23]=[CH:22][CH:21]=[CH:20][CH:19]=2)=[CH:12][CH:11]=1)[S:6]([CH3:9])(=[O:7])=[O:8])=[O:3]. (2) The product is: [F:20][C:19]([F:22])([F:21])[CH2:18][N:9]1[CH2:10][CH2:11][CH:6]([C:4]([O:3][CH2:1][CH3:2])=[O:5])[CH2:7][CH2:8]1. Given the reactants [CH2:1]([O:3][C:4]([CH:6]1[CH2:11][CH2:10][NH:9][CH2:8][CH2:7]1)=[O:5])[CH3:2].FC(F)(F)S(O[CH2:18][C:19]([F:22])([F:21])[F:20])(=O)=O.C([O-])(O)=O.[Na+], predict the reaction product. (3) Given the reactants [CH3:1][Mg]Br.[F:4][C:5]([F:34])([F:33])[C:6]1[CH:7]=[C:8]([NH:12][C:13]([N:15]2[C:23]3[C:18](=[CH:19][C:20]([O:24][C:25]4[CH:30]=[C:29]([CH:31]=[O:32])[N:28]=[CH:27][N:26]=4)=[CH:21][CH:22]=3)[CH:17]=[CH:16]2)=[O:14])[CH:9]=[CH:10][CH:11]=1, predict the reaction product. The product is: [F:34][C:5]([F:33])([F:4])[C:6]1[CH:7]=[C:8]([NH:12][C:13]([N:15]2[C:23]3[C:18](=[CH:19][C:20]([O:24][C:25]4[CH:30]=[C:29]([CH:31]([OH:32])[CH3:1])[N:28]=[CH:27][N:26]=4)=[CH:21][CH:22]=3)[CH:17]=[CH:16]2)=[O:14])[CH:9]=[CH:10][CH:11]=1. (4) Given the reactants [C:1]([O:4][C@@H:5]1[C@@H:10]([O:11]CC=C)[C@H:9]([O:15][CH2:16][C:17]2[CH:22]=[CH:21][CH:20]=[CH:19][CH:18]=2)[C@@H:8]([CH2:23][O:24][CH2:25][C:26]2[CH:31]=[CH:30][CH:29]=[CH:28][CH:27]=2)[O:7][C@H:6]1[O:32][C@H:33]1[C@H:46]([O:47][CH2:48][C:49]2[CH:54]=[CH:53][CH:52]=[CH:51][CH:50]=2)[C@@H:45]([CH2:55][O:56][CH2:57][C:58]2[CH:63]=[CH:62][CH:61]=[CH:60][CH:59]=2)[O:44][C@@H:35]([O:36][CH2:37][C:38]2[CH:43]=[CH:42][CH:41]=[CH:40][CH:39]=2)[C@@H:34]1[O:64][C:65](=[O:67])[CH3:66])(=[O:3])[CH3:2].C1N2CCN(CC2)C1.ClCCl, predict the reaction product. The product is: [C:1]([O:4][C@@H:5]1[C@@H:10]([OH:11])[C@H:9]([O:15][CH2:16][C:17]2[CH:22]=[CH:21][CH:20]=[CH:19][CH:18]=2)[C@@H:8]([CH2:23][O:24][CH2:25][C:26]2[CH:27]=[CH:28][CH:29]=[CH:30][CH:31]=2)[O:7][C@H:6]1[O:32][C@H:33]1[C@H:46]([O:47][CH2:48][C:49]2[CH:54]=[CH:53][CH:52]=[CH:51][CH:50]=2)[C@@H:45]([CH2:55][O:56][CH2:57][C:58]2[CH:59]=[CH:60][CH:61]=[CH:62][CH:63]=2)[O:44][C@@H:35]([O:36][CH2:37][C:38]2[CH:43]=[CH:42][CH:41]=[CH:40][CH:39]=2)[C@@H:34]1[O:64][C:65](=[O:67])[CH3:66])(=[O:3])[CH3:2]. (5) Given the reactants [Br:1][C:2]1[C:3]([OH:13])=[C:4]([CH2:8][C:9]([O:11][CH3:12])=[O:10])[CH:5]=[CH:6][CH:7]=1.[CH2:14](Br)[C:15]1[CH:20]=[CH:19][CH:18]=[CH:17][CH:16]=1.C(=O)([O-])[O-].[K+].[K+], predict the reaction product. The product is: [CH2:14]([O:13][C:3]1[C:2]([Br:1])=[CH:7][CH:6]=[CH:5][C:4]=1[CH2:8][C:9]([O:11][CH3:12])=[O:10])[C:15]1[CH:20]=[CH:19][CH:18]=[CH:17][CH:16]=1. (6) Given the reactants Br[C:2]1[CH:3]=[C:4]([NH:17][S:18]([CH2:21][CH3:22])(=[O:20])=[O:19])[CH:5]=[CH:6][C:7]=1[O:8][C:9]1[CH:14]=[CH:13][C:12]([F:15])=[CH:11][C:10]=1[F:16].[F:23][C:24]1[C:25](=[O:40])[N:26]([CH3:39])[CH:27]=[C:28](B2OC(C)(C)C(C)(C)O2)[CH:29]=1, predict the reaction product. The product is: [F:16][C:10]1[CH:11]=[C:12]([F:15])[CH:13]=[CH:14][C:9]=1[O:8][C:7]1[CH:6]=[CH:5][C:4]([NH:17][S:18]([CH2:21][CH3:22])(=[O:20])=[O:19])=[CH:3][C:2]=1[C:28]1[CH:29]=[C:24]([F:23])[C:25](=[O:40])[N:26]([CH3:39])[CH:27]=1. (7) Given the reactants [C:1]([O:5][C:6]([N:8]1[CH2:13][CH2:12][CH:11]([N:14]2[C:18]3[CH:19]=[C:20]([F:23])[CH:21]=[CH:22][C:17]=3[N:16]=[C:15]2[NH2:24])[CH2:10][CH2:9]1)=[O:7])([CH3:4])([CH3:3])[CH3:2].[I-].[K+].[Cl:27][C:28]1[CH:35]=[CH:34][CH:33]=[CH:32][C:29]=1[CH2:30]Br, predict the reaction product. The product is: [C:1]([O:5][C:6]([N:8]1[CH2:13][CH2:12][CH:11]([N:14]2[C:18]3[CH:19]=[C:20]([F:23])[CH:21]=[CH:22][C:17]=3[N:16]([CH2:30][C:29]3[CH:32]=[CH:33][CH:34]=[CH:35][C:28]=3[Cl:27])[C:15]2=[NH:24])[CH2:10][CH2:9]1)=[O:7])([CH3:4])([CH3:2])[CH3:3].